Dataset: Forward reaction prediction with 1.9M reactions from USPTO patents (1976-2016). Task: Predict the product of the given reaction. (1) Given the reactants [CH3:1][S:2]([C:5]1[CH:10]=[CH:9][C:8]([N:11]2[CH:16]=[CH:15][C:14]([O:17][CH:18]3[CH2:23][CH2:22][N:21]([C:24]([O:26][C:27]4[CH:32]=[CH:31][C:30](Br)=[CH:29][C:28]=4[CH3:34])=[O:25])[CH2:20][CH2:19]3)=[CH:13][C:12]2=[O:35])=[CH:7][CH:6]=1)(=[O:4])=[O:3].[CH:36](/B(O)O)=[CH:37]/[CH3:38].C(=O)([O-])[O-].[Cs+].[Cs+], predict the reaction product. The product is: [CH3:1][S:2]([C:5]1[CH:10]=[CH:9][C:8]([N:11]2[CH:16]=[CH:15][C:14]([O:17][CH:18]3[CH2:23][CH2:22][N:21]([C:24]([O:26][C:27]4[CH:32]=[CH:31][C:30](/[CH:36]=[CH:37]\[CH3:38])=[CH:29][C:28]=4[CH3:34])=[O:25])[CH2:20][CH2:19]3)=[CH:13][C:12]2=[O:35])=[CH:7][CH:6]=1)(=[O:4])=[O:3]. (2) Given the reactants [O:1]=[C:2]1[C@@H:7]2[CH2:8][C@@H:4]([CH2:5][CH2:6]2)[N:3]1[C:9]([O:11][C:12]([CH3:15])([CH3:14])[CH3:13])=[O:10].[BH4-].[Na+], predict the reaction product. The product is: [OH:1][CH2:2][C@H:7]1[CH2:6][CH2:5][C@@H:4]([NH:3][C:9](=[O:10])[O:11][C:12]([CH3:14])([CH3:13])[CH3:15])[CH2:8]1. (3) The product is: [O:16]=[C:13]1[CH2:14][CH2:15][N:10]([C:18]2[N:23]=[C:22]([O:24][C:25]3[CH:59]=[CH:58][CH:57]=[CH:56][C:26]=3[CH2:27][NH:28][C:29]([NH:31][C:32]3[N:36]([C:37]4[CH:42]=[CH:41][C:40]([CH3:43])=[C:39]([O:44][CH2:45][C:46]5[CH:47]=[CH:48][CH:49]=[CH:50][CH:51]=5)[CH:38]=4)[N:35]=[C:34]([C:52]([CH3:55])([CH3:53])[CH3:54])[CH:33]=3)=[O:30])[CH:21]=[CH:20][N:19]=2)[CH2:11][CH2:12]1. Given the reactants C(N(CC)CC)C.Cl.O.[NH:10]1[CH2:15][CH2:14][C:13](=[O:16])[CH2:12][CH2:11]1.Cl[C:18]1[N:23]=[C:22]([O:24][C:25]2[CH:59]=[CH:58][CH:57]=[CH:56][C:26]=2[CH2:27][NH:28][C:29]([NH:31][C:32]2[N:36]([C:37]3[CH:42]=[CH:41][C:40]([CH3:43])=[C:39]([O:44][CH2:45][C:46]4[CH:51]=[CH:50][CH:49]=[CH:48][CH:47]=4)[CH:38]=3)[N:35]=[C:34]([C:52]([CH3:55])([CH3:54])[CH3:53])[CH:33]=2)=[O:30])[CH:21]=[CH:20][N:19]=1.C(=O)([O-])[O-].[Na+].[Na+], predict the reaction product. (4) The product is: [C:48]1([CH:17]2[CH:18]([CH2:21][CH2:22][S:23]([C:26]3[CH:27]=[CH:28][C:29]([S:32]([CH3:35])(=[O:33])=[O:34])=[CH:30][CH:31]=3)(=[O:25])=[O:24])[CH2:19][CH2:20][N:15]([CH2:14][CH2:13][CH2:12][NH:11][C:6](=[O:7])[C:5]3[CH:9]=[CH:10][C:2]([Cl:1])=[CH:3][CH:4]=3)[CH2:16]2)[CH:47]=[CH:4][CH:3]=[CH:2][CH:10]=1. Given the reactants [Cl:1][C:2]1[CH:10]=[CH:9][C:5]([C:6](Cl)=[O:7])=[CH:4][CH:3]=1.[NH2:11][CH:12](C1C=CC=CC=1)[CH2:13][CH2:14][N:15]1[CH2:20][CH2:19][CH:18]([CH2:21][CH2:22][S:23]([C:26]2[CH:31]=[CH:30][C:29]([S:32]([CH3:35])(=[O:34])=[O:33])=[CH:28][CH:27]=2)(=[O:25])=[O:24])[CH2:17][CH2:16]1.C(N([CH2:47][CH3:48])CC)C, predict the reaction product. (5) The product is: [CH3:17][N:8]([C:6]1[CH:5]=[CH:4][CH:3]=[C:2]([C:26]2[CH:31]=[CH:30][CH:29]=[CH:28][CH:27]=2)[N:7]=1)[C:9]1[CH:14]=[CH:13][N:12]=[C:11]([S:15][CH3:16])[N:10]=1. Given the reactants Cl[C:2]1[N:7]=[C:6]([N:8]([CH3:17])[C:9]2[CH:14]=[CH:13][N:12]=[C:11]([S:15][CH3:16])[N:10]=2)[CH:5]=[CH:4][CH:3]=1.CNC1C=CC=C([C:26]2[CH:31]=[CH:30][CH:29]=[CH:28][CH:27]=2)N=1.CC(C)([O-])C.[Na+].C1C=CC(P(C2C(C3C(P(C4C=CC=CC=4)C4C=CC=CC=4)=CC=C4C=3C=CC=C4)=C3C(C=CC=C3)=CC=2)C2C=CC=CC=2)=CC=1.ClC1C=CN=C(SC)N=1, predict the reaction product. (6) Given the reactants [OH-].[Na+:2].C([O:5][C:6](=[O:22])[CH2:7][C:8]1[NH:9][C:10](=[S:21])[C:11]([F:20])=[C:12]([N:14]2[CH2:19][CH2:18][O:17][CH2:16][CH2:15]2)[N:13]=1)C, predict the reaction product. The product is: [F:20][C:11]1[C:10](=[S:21])[NH:9][C:8]([CH2:7][C:6]([O-:22])=[O:5])=[N:13][C:12]=1[N:14]1[CH2:15][CH2:16][O:17][CH2:18][CH2:19]1.[Na+:2]. (7) Given the reactants [Br:1][C:2]1[CH:7]=[C:6]([CH3:8])[N:5]=[C:4]([CH3:9])[CH:3]=1.ClC1C=CC=C(C(OO)=[O:18])C=1, predict the reaction product. The product is: [Br:1][C:2]1[CH:7]=[C:6]([CH3:8])[N+:5]([O-:18])=[C:4]([CH3:9])[CH:3]=1.